From a dataset of Full USPTO retrosynthesis dataset with 1.9M reactions from patents (1976-2016). Predict the reactants needed to synthesize the given product. (1) Given the product [CH3:15][C:2](=[CH2:1])[CH:3]([C:9]1[CH:14]=[CH:13][CH:12]=[CH:11][CH:10]=1)[CH2:4][CH2:5][OH:6], predict the reactants needed to synthesize it. The reactants are: [CH3:1][C:2](=[CH2:15])[CH:3]([C:9]1[CH:14]=[CH:13][CH:12]=[CH:11][CH:10]=1)[CH2:4][C:5](OC)=[O:6].[H-].[Al+3].[Li+].[H-].[H-].[H-]. (2) Given the product [C:19]([O:18][C:17](=[O:23])[N:16]([CH:13]1[CH2:12][CH2:11][CH:10]([N:9]([CH2:25][C:26]2[CH:31]=[C:30]([C:32]3[CH:37]=[CH:36][N:35]=[C:34]([C:38](=[O:42])[CH3:51])[CH:33]=3)[CH:29]=[CH:28][C:27]=2[O:43][CH3:44])[C:7]([C:6]2[S:5][C:4]3[C:45]([F:50])=[CH:46][CH:47]=[C:48]([F:49])[C:3]=3[C:2]=2[Cl:1])=[O:8])[CH2:15][CH2:14]1)[CH3:24])([CH3:22])([CH3:21])[CH3:20], predict the reactants needed to synthesize it. The reactants are: [Cl:1][C:2]1[C:3]2[C:48]([F:49])=[CH:47][CH:46]=[C:45]([F:50])[C:4]=2[S:5][C:6]=1[C:7]([N:9]([CH2:25][C:26]1[CH:31]=[C:30]([C:32]2[CH:37]=[CH:36][N:35]=[C:34]([C:38](=[O:42])N(C)C)[CH:33]=2)[CH:29]=[CH:28][C:27]=1[O:43][CH3:44])[CH:10]1[CH2:15][CH2:14][CH:13]([N:16]([CH3:24])[C:17](=[O:23])[O:18][C:19]([CH3:22])([CH3:21])[CH3:20])[CH2:12][CH2:11]1)=[O:8].[CH3:51][Mg]Br. (3) Given the product [Cl:13][C:14]1[N:19]=[C:18]([NH:4][C:3]2[CH:5]=[C:6]([O:9][CH2:10][CH:11]=[CH2:12])[CH:7]=[CH:8][C:2]=2[CH3:1])[CH:17]=[CH:16][N:15]=1, predict the reactants needed to synthesize it. The reactants are: [CH3:1][C:2]1[CH:8]=[CH:7][C:6]([O:9][CH2:10][CH:11]=[CH2:12])=[CH:5][C:3]=1[NH2:4].[Cl:13][C:14]1[N:19]=[C:18](Cl)[CH:17]=[CH:16][N:15]=1.C(=O)(O)[O-].[Na+].ClN1C=CC(Cl)=NC1. (4) The reactants are: [OH:1][C:2]1[CH:7]=[CH:6][C:5]([CH2:8][CH2:9][C:10]([OH:12])=[O:11])=[C:4]([O:13][CH3:14])[CH:3]=1.OS(O)(=O)=O.C([O-])([O-])=O.[Na+].[Na+].[CH3:26][CH2:27]O. Given the product [OH:1][C:2]1[CH:7]=[CH:6][C:5]([CH2:8][CH2:9][C:10]([O:12][CH2:26][CH3:27])=[O:11])=[C:4]([O:13][CH3:14])[CH:3]=1, predict the reactants needed to synthesize it.